Dataset: Forward reaction prediction with 1.9M reactions from USPTO patents (1976-2016). Task: Predict the product of the given reaction. (1) Given the reactants [CH3:1][O:2][C:3]1[CH:4]=[C:5]2[C:10](=[CH:11][C:12]=1[O:13][CH3:14])[NH:9][C:8](=[O:15])[C:7]([C:16]([OH:18])=O)=[CH:6]2.C(Cl)(=O)C(Cl)=O.CC[N:27](CC)CC.[CH3:32][O:33][C:34]([C:36]1[CH:41]=[CH:40][C:39]([CH3:42])=[CH:38][C:37]=1N)=[O:35], predict the reaction product. The product is: [CH3:32][O:33][C:34](=[O:35])[C:36]1[CH:41]=[CH:40][C:39]([CH3:42])=[C:38]([NH:27][C:16]([C:7]2[C:8](=[O:15])[NH:9][C:10]3[C:5]([CH:6]=2)=[CH:4][C:3]([O:2][CH3:1])=[C:12]([O:13][CH3:14])[CH:11]=3)=[O:18])[CH:37]=1. (2) Given the reactants [NH:1]1[C:5]2=[CH:6][N:7]=[CH:8][CH:9]=[C:4]2[C:3]([CH:10]=[O:11])=[CH:2]1.[C:12]1([Mg]Cl)[CH:17]=[CH:16][CH:15]=[CH:14][CH:13]=1, predict the reaction product. The product is: [C:12]1([CH:10]([C:3]2[C:4]3[C:5](=[CH:6][N:7]=[CH:8][CH:9]=3)[NH:1][CH:2]=2)[OH:11])[CH:17]=[CH:16][CH:15]=[CH:14][CH:13]=1.